From a dataset of Catalyst prediction with 721,799 reactions and 888 catalyst types from USPTO. Predict which catalyst facilitates the given reaction. (1) Reactant: [C:1]([O:5][C:6](=[O:10])[CH:7](Br)[CH3:8])([CH3:4])([CH3:3])[CH3:2].[F:11][C:12]1[CH:17]=[CH:16][C:15]([NH:18][C:19]2[C:20]3[C:27]([CH3:28])=[C:26]([C:29]([O:31][CH3:32])=[O:30])[S:25][C:21]=3[N:22]=[CH:23][N:24]=2)=[C:14]([OH:33])[CH:13]=1.C(=O)([O-])[O-].[Cs+].[Cs+]. Product: [CH3:32][O:31][C:29]([C:26]1[S:25][C:21]2[N:22]=[CH:23][N:24]=[C:19]([NH:18][C:15]3[CH:16]=[CH:17][C:12]([F:11])=[CH:13][C:14]=3[O:33][CH:7]([C:6]([O:5][C:1]([CH3:4])([CH3:3])[CH3:2])=[O:10])[CH3:8])[C:20]=2[C:27]=1[CH3:28])=[O:30]. The catalyst class is: 47. (2) The catalyst class is: 236. Product: [C:1]([O:5][C:6]([N:8]1[CH2:12][CH2:11][C:10]2([CH2:17][CH2:16][N:15]([C:18](=[O:20])[CH3:19])[CH2:14][CH2:13]2)[CH2:9]1)=[O:7])([CH3:4])([CH3:2])[CH3:3]. Reactant: [C:1]([O:5][C:6]([N:8]1[CH2:12][CH2:11][C:10]2([CH2:17][CH2:16][NH:15][CH2:14][CH2:13]2)[CH2:9]1)=[O:7])([CH3:4])([CH3:3])[CH3:2].[C:18](OC(=O)C)(=[O:20])[CH3:19].